From a dataset of Full USPTO retrosynthesis dataset with 1.9M reactions from patents (1976-2016). Predict the reactants needed to synthesize the given product. (1) Given the product [Br:1][C:2]1[CH:11]=[CH:10][CH:9]=[C:8]2[C:3]=1[CH2:4][CH2:5][O:6][CH:7]2[CH2:12][OH:13], predict the reactants needed to synthesize it. The reactants are: [Br:1][C:2]1[CH:11]=[CH:10][CH:9]=[C:8]2[C:3]=1[CH2:4][CH2:5][O:6][CH:7]2[C:12](O)=[O:13].B.C1COCC1. (2) Given the product [C:36]([C:35]1[CH:38]=[C:39]([C:2]2[N:7]=[CH:6][N:5]=[C:4]([NH:8][C:9]3[CH:10]=[CH:11][C:12]([N:17]4[CH2:22][CH2:21][N:20]([CH:23]5[CH2:26][O:25][CH2:24]5)[CH2:19][CH2:18]4)=[C:13]([CH:16]=3)[C:14]#[N:15])[N:3]=2)[CH:40]=[CH:41][C:34]=1[O:33][CH:30]1[CH2:31][CH2:32][O:27][CH2:28][CH2:29]1)#[N:37], predict the reactants needed to synthesize it. The reactants are: Cl[C:2]1[N:7]=[CH:6][N:5]=[C:4]([NH:8][C:9]2[CH:10]=[CH:11][C:12]([N:17]3[CH2:22][CH2:21][N:20]([CH:23]4[CH2:26][O:25][CH2:24]4)[CH2:19][CH2:18]3)=[C:13]([CH:16]=2)[C:14]#[N:15])[N:3]=1.[O:27]1[CH2:32][CH2:31][CH:30]([O:33][C:34]2[CH:41]=[CH:40][C:39](B3OC(C)(C)C(C)(C)O3)=[CH:38][C:35]=2[C:36]#[N:37])[CH2:29][CH2:28]1.C(=O)([O-])[O-].[Na+].[Na+]. (3) Given the product [C:6]([O:10][C:11]([N:13]1[CH2:18][CH2:17][N:16]([CH2:19][C:20](=[O:21])[N:22]2[C:30]3[C:25](=[CH:26][CH:27]=[C:28]([C:31]([N:1]4[CH2:5][CH2:4][CH2:3][CH2:2]4)=[O:33])[CH:29]=3)[CH2:24][CH2:23]2)[CH2:15][C@H:14]1[CH3:34])=[O:12])([CH3:7])([CH3:8])[CH3:9], predict the reactants needed to synthesize it. The reactants are: [NH:1]1[CH2:5][CH2:4][CH2:3][CH2:2]1.[C:6]([O:10][C:11]([N:13]1[CH2:18][CH2:17][N:16]([CH2:19][C:20]([N:22]2[C:30]3[C:25](=[CH:26][CH:27]=[C:28]([C:31]([OH:33])=O)[CH:29]=3)[CH2:24][CH2:23]2)=[O:21])[CH2:15][C@H:14]1[CH3:34])=[O:12])([CH3:9])([CH3:8])[CH3:7]. (4) The reactants are: [F:1][C:2]1[CH:7]=[CH:6][C:5]([O:8][CH3:9])=[CH:4][C:3]=1[C:10]1[CH:15]=[CH:14][C:13]([CH2:16]O)=[CH:12][C:11]=1[C:18]1[N:22]([CH:23]([CH3:25])[CH3:24])[CH:21]=[N:20][N:19]=1.O=S(Cl)[Cl:28]. Given the product [Cl:28][CH2:16][C:13]1[CH:14]=[CH:15][C:10]([C:3]2[CH:4]=[C:5]([O:8][CH3:9])[CH:6]=[CH:7][C:2]=2[F:1])=[C:11]([C:18]2[N:22]([CH:23]([CH3:25])[CH3:24])[CH:21]=[N:20][N:19]=2)[CH:12]=1, predict the reactants needed to synthesize it. (5) Given the product [OH:16][C:19]1[CH:24]=[C:23]([CH3:25])[CH:22]=[C:21]([O:26][CH3:3])[C:20]=1[C:27]([C:29]1[CH:34]=[CH:33][C:32]([O:35][CH3:36])=[CH:31][CH:30]=1)=[O:28], predict the reactants needed to synthesize it. The reactants are: IN1C(=O)CC[C:3]1=O.C(N(CC)CC)C.[OH-:16].[Na+].Cl[C:19]1[CH:24]=[C:23]([CH3:25])[CH:22]=[C:21]([OH:26])[C:20]=1[C:27]([C:29]1[CH:34]=[CH:33][C:32]([O:35][CH3:36])=[CH:31][CH:30]=1)=[O:28]. (6) Given the product [O:1]=[C:2]1[N:7]([CH2:8][C:9]([OH:11])=[O:10])[CH2:6][C:5]2([CH2:14][CH2:15][CH2:16][CH2:17][CH2:18]2)[N:4]([C:19]2[CH:24]=[CH:23][CH:22]=[CH:21][CH:20]=2)[CH2:3]1, predict the reactants needed to synthesize it. The reactants are: [O:1]=[C:2]1[N:7]([CH2:8][C:9]([O:11]CC)=[O:10])[CH2:6][C:5]2([CH2:18][CH2:17][CH2:16][CH2:15][CH2:14]2)[N:4]([C:19]2[CH:24]=[CH:23][CH:22]=[CH:21][CH:20]=2)[CH2:3]1.[OH-].[Na+].O=C1NCC2(CCCCC2)N(C2C=CC=CC=2)C1CC(O)=O.